This data is from Catalyst prediction with 721,799 reactions and 888 catalyst types from USPTO. The task is: Predict which catalyst facilitates the given reaction. (1) Reactant: [F:1][C:2]1[CH:11]=[CH:10][CH:9]=[CH:8][C:3]=1[C:4]([O:6]C)=O.C[Si]([N-][Si](C)(C)C)(C)C.[Na+].[Cl:22][C:23]1[CH:28]=[CH:27][C:26]([CH2:29]C(O)=O)=[C:25]([F:33])[CH:24]=1. Product: [Cl:22][C:23]1[CH:28]=[CH:27][C:26]([CH2:29][C:4]([C:3]2[CH:8]=[CH:9][CH:10]=[CH:11][C:2]=2[F:1])=[O:6])=[C:25]([F:33])[CH:24]=1. The catalyst class is: 1. (2) Reactant: CS[C:3]1[CH:8]=[CH:7][CH:6]=[CH:5][C:4]=1[C:9]1[C:14](=[O:15])[N:13]2[CH:16]=[CH:17][CH:18]=[CH:19][C:12]2=[N:11][C:10]=1[CH:20]([N:22]1[C:30](=[O:31])[C:29]2[C:24](=[CH:25][CH:26]=[CH:27][CH:28]=2)[C:23]1=[O:32])[CH3:21].O[O:34][S:35]([O-:37])=O.[K+].[CH2:39]1COCC1. Product: [CH3:39][S:35]([C:5]1[CH:6]=[CH:7][CH:8]=[CH:3][C:4]=1[C:9]1[C:14](=[O:15])[N:13]2[CH:16]=[CH:17][CH:18]=[CH:19][C:12]2=[N:11][C:10]=1[CH:20]([N:22]1[C:23](=[O:32])[C:24]2[C:29](=[CH:28][CH:27]=[CH:26][CH:25]=2)[C:30]1=[O:31])[CH3:21])(=[O:37])=[O:34]. The catalyst class is: 6. (3) Reactant: Cl.Cl.[NH2:3][CH2:4][C@@:5]1([OH:13])[CH:10]2[CH2:11][CH2:12][N:7]([CH2:8][CH2:9]2)[CH2:6]1.C(=O)([O-])[O-].[Cs+].[Cs+].[N:20]([C:23]1[CH:28]=[C:27]([CH2:29][O:30][CH3:31])[N:26]=[CH:25][N:24]=1)=[C:21]=S.C(N=C=NC(C)C)(C)C. Product: [CH3:31][O:30][CH2:29][C:27]1[N:26]=[CH:25][N:24]=[C:23]([NH:20][C:21]2[O:13][C@:5]3([CH2:4][N:3]=2)[CH:10]2[CH2:9][CH2:8][N:7]([CH2:12][CH2:11]2)[CH2:6]3)[CH:28]=1. The catalyst class is: 9. (4) Reactant: C(=O)([O-])[O-].[K+].[K+].[CH2:7]([NH2:11])[CH2:8][CH2:9][CH3:10].[CH:12]1[C:21]2[C:16](=[CH:17][CH:18]=[CH:19][CH:20]=2)[CH:15]=[CH:14][C:13]=1[O:22][CH2:23][CH2:24][CH2:25]Cl. Product: [CH2:7]([NH:11][CH2:25][CH2:24][CH2:23][O:22][C:13]1[CH:14]=[CH:15][C:16]2[C:21](=[CH:20][CH:19]=[CH:18][CH:17]=2)[CH:12]=1)[CH2:8][CH2:9][CH3:10]. The catalyst class is: 58. (5) Reactant: [Br:1][C:2]1[C:19]([OH:20])=[N:18][C:5]2[CH2:6][CH2:7][N:8]([C:12](=[O:17])[C:13]([F:16])([F:15])[F:14])[CH2:9][CH:10]([CH3:11])[C:4]=2[CH:3]=1.[O:21](S(C(F)(F)F)(=O)=O)[S:22]([C:25]([F:28])([F:27])[F:26])(=O)=[O:23].C([O-])([O-])=O.[K+].[K+]. Product: [F:26][C:25]([F:28])([F:27])[S:22]([O:20][C:19]1[C:2]([Br:1])=[CH:3][C:4]2[CH:10]([CH3:11])[CH2:9][N:8]([C:12](=[O:17])[C:13]([F:14])([F:16])[F:15])[CH2:7][CH2:6][C:5]=2[N:18]=1)(=[O:23])=[O:21]. The catalyst class is: 2. (6) Reactant: [Cl:1][C:2]1[CH:7]=[CH:6][C:5]([N+:8]([O-:10])=[O:9])=[CH:4][C:3]=1[SH:11].[Cl:12][C:13]([CH2:15]Cl)=[CH2:14].C([O-])([O-])=O.[K+].[K+].CCOC(C)=O. Product: [Cl:1][C:2]1[CH:7]=[CH:6][C:5]([N+:8]([O-:10])=[O:9])=[CH:4][C:3]=1[S:11][CH2:15][C:13]([Cl:12])=[CH2:14]. The catalyst class is: 18. (7) Reactant: [N:1]1([C:7]2[CH:12]=[CH:11][N:10]=[C:9]([NH2:13])[CH:8]=2)[CH2:6][CH2:5][CH2:4][CH2:3][CH2:2]1.[O:14]1[C:18]2[CH:19]=[CH:20][C:21]([C@H:23]([CH2:30][C:31]3[O:35][N:34]=[C:33]([CH2:36][CH2:37][CH2:38][CH2:39]C=O)[N:32]=3)[CH2:24][C:25]([O:27]CC)=[O:26])=[CH:22][C:17]=2[O:16][CH2:15]1.C(O[BH-](OC(=O)C)OC(=O)C)(=O)C.[Na+].[Li+].[OH-].[ClH:58]. The catalyst class is: 168. Product: [ClH:58].[O:14]1[C:18]2[CH:19]=[CH:20][C:21]([CH:23]([CH2:30][C:31]3[O:35][N:34]=[C:33]([CH2:36][CH2:37][CH2:38][CH2:39][NH:13][C:9]4[CH:8]=[C:7]([N:1]5[CH2:2][CH2:3][CH2:4][CH2:5][CH2:6]5)[CH:12]=[CH:11][N:10]=4)[N:32]=3)[CH2:24][C:25]([OH:27])=[O:26])=[CH:22][C:17]=2[O:16][CH2:15]1. (8) Reactant: Cl[C:2]1[N:3]=[C:4]2[CH:12]=[C:11]([CH3:13])[N:10]=[CH:9][C:5]2=[N:6][C:7]=1[Cl:8].[F:14][CH:15]([F:18])[CH2:16][NH2:17].CCN(C(C)C)C(C)C.[NH4+].[Cl-]. Product: [Cl:8][C:7]1[N:6]=[C:5]2[CH:9]=[N:10][C:11]([CH3:13])=[CH:12][C:4]2=[N:3][C:2]=1[NH:17][CH2:16][CH:15]([F:18])[F:14]. The catalyst class is: 2. (9) Reactant: [CH3:1][O:2][CH2:3][CH2:4][O:5][C:6]1[CH:7]=[C:8]2[C:12](=[C:13]([N+:15]([O-])=O)[CH:14]=1)[NH:11][C:10]([C:18]([O:20][CH2:21][CH3:22])=[O:19])=[CH:9]2. Product: [NH2:15][C:13]1[CH:14]=[C:6]([O:5][CH2:4][CH2:3][O:2][CH3:1])[CH:7]=[C:8]2[C:12]=1[NH:11][C:10]([C:18]([O:20][CH2:21][CH3:22])=[O:19])=[CH:9]2. The catalyst class is: 481. (10) Reactant: [F:1][C:2]([F:30])([F:29])[C:3]1[CH:4]=[C:5]([C@H:13]2[O:17][C:16](=[O:18])[N:15]([CH2:19][C:20]3[C:25]([O:26]C)=[N:24][CH:23]=[CH:22][N:21]=3)[C@H:14]2[CH3:28])[CH:6]=[C:7]([C:9]([F:12])([F:11])[F:10])[CH:8]=1.B(Br)(Br)Br. Product: [F:12][C:9]([F:10])([F:11])[C:7]1[CH:6]=[C:5]([C@H:13]2[O:17][C:16](=[O:18])[N:15]([CH2:19][C:20]3[C:25]([OH:26])=[N:24][CH:23]=[CH:22][N:21]=3)[C@H:14]2[CH3:28])[CH:4]=[C:3]([C:2]([F:29])([F:1])[F:30])[CH:8]=1. The catalyst class is: 2.